From a dataset of Reaction yield outcomes from USPTO patents with 853,638 reactions. Predict the reaction yield, written as a fraction of the theoretical maximum amount of product (1.0 means a 100% yield; for example, 0.34 means a 34% yield). (1) The product is [Br:16][C:13]1[CH:14]=[CH:15][C:10]([O:8][C:3]2[CH:4]=[CH:5][CH:6]=[CH:7][C:2]=2[F:1])=[N:11][CH:12]=1. The reactants are [F:1][C:2]1[CH:7]=[CH:6][CH:5]=[CH:4][C:3]=1[OH:8].Br[C:10]1[CH:15]=[CH:14][C:13]([Br:16])=[CH:12][N:11]=1.CN(C)C=O.[H-].[Na+]. The yield is 0.280. The catalyst is O. (2) The reactants are [NH2:1][C:2](=[O:40])[CH2:3][C:4]1([NH:20][C:21]([C:23]2[CH:28]=[CH:27][C:26]([N:29]3[CH2:32][C:31]([F:34])([F:33])[CH2:30]3)=[C:25]([O:35][CH2:36][CH:37]3[CH2:39][CH2:38]3)[N:24]=2)=[O:22])[CH2:9][CH2:8][N:7](C(OCC2C=CC=CC=2)=O)[CH2:6][CH2:5]1. The catalyst is [Pd]. The product is [NH2:1][C:2](=[O:40])[CH2:3][C:4]1([NH:20][C:21]([C:23]2[CH:28]=[CH:27][C:26]([N:29]3[CH2:30][C:31]([F:34])([F:33])[CH2:32]3)=[C:25]([O:35][CH2:36][CH:37]3[CH2:38][CH2:39]3)[N:24]=2)=[O:22])[CH2:9][CH2:8][NH:7][CH2:6][CH2:5]1. The yield is 0.810. (3) The reactants are [N:1]1([C:7](OC(C)(C)C)=O)[CH2:6][CH2:5][NH:4][CH2:3][CH2:2]1.[Br:14][C:15]1[CH:20]=[CH:19]C(F)=[C:17]([N+:22]([O-:24])=[O:23])[CH:16]=1.C(=O)([O-])[O-].[K+].[K+].[ClH:31]. The catalyst is CN(C=O)C.CCOCC.CO. The product is [ClH:31].[Br:14][C:15]1[CH:20]=[CH:19][C:7]([N:1]2[CH2:2][CH2:3][NH:4][CH2:5][CH2:6]2)=[C:17]([N+:22]([O-:24])=[O:23])[CH:16]=1. The yield is 0.990. (4) The reactants are [Cu][C:2]#[N:3].Br[C:5]1[CH:10]=[C:9]([CH:11]([CH3:13])[CH3:12])[CH:8]=[CH:7][C:6]=1[NH2:14]. The catalyst is CN1CCCC1=O.C(OCC)(=O)C. The product is [NH2:14][C:6]1[CH:7]=[CH:8][C:9]([CH:11]([CH3:13])[CH3:12])=[CH:10][C:5]=1[C:2]#[N:3]. The yield is 0.880. (5) The product is [ClH:14].[ClH:14].[F:1][C:2]1[CH:3]=[CH:4][CH:5]=[C:6]2[C:10]=1[NH:9][C:8](=[O:11])[CH:7]2[C:15]1[C:24]2[C:19](=[CH:20][C:21]([O:27][CH2:28][CH2:29][CH2:30][N:31]3[CH2:32][CH2:33][O:34][CH2:35][CH2:36]3)=[C:22]([O:25][CH3:26])[CH:23]=2)[N:18]=[CH:17][N:16]=1. The catalyst is CN(C)C=O. The reactants are [F:1][C:2]1[CH:3]=[CH:4][CH:5]=[C:6]2[C:10]=1[NH:9][C:8](=[O:11])[CH2:7]2.[H-].[Na+].[Cl:14][C:15]1[C:24]2[C:19](=[CH:20][C:21]([O:27][CH2:28][CH2:29][CH2:30][N:31]3[CH2:36][CH2:35][O:34][CH2:33][CH2:32]3)=[C:22]([O:25][CH3:26])[CH:23]=2)[N:18]=[CH:17][N:16]=1. The yield is 0.390.